Task: Regression. Given a peptide amino acid sequence and an MHC pseudo amino acid sequence, predict their binding affinity value. This is MHC class II binding data.. Dataset: Peptide-MHC class II binding affinity with 134,281 pairs from IEDB (1) The peptide sequence is HRPASVIKVLVAMAS. The MHC is HLA-DQA10101-DQB10501 with pseudo-sequence HLA-DQA10101-DQB10501. The binding affinity (normalized) is 0. (2) The peptide sequence is GELQIVDKIDAATKI. The MHC is DRB1_0802 with pseudo-sequence DRB1_0802. The binding affinity (normalized) is 0.414.